This data is from Peptide-MHC class I binding affinity with 185,985 pairs from IEDB/IMGT. The task is: Regression. Given a peptide amino acid sequence and an MHC pseudo amino acid sequence, predict their binding affinity value. This is MHC class I binding data. (1) The peptide sequence is VPGLSPEAL. The MHC is HLA-A30:01 with pseudo-sequence HLA-A30:01. The binding affinity (normalized) is 0.213. (2) The peptide sequence is TLILAPTRV. The MHC is HLA-A02:03 with pseudo-sequence HLA-A02:03. The binding affinity (normalized) is 0.821. (3) The peptide sequence is MPDTLFEGV. The MHC is HLA-B46:01 with pseudo-sequence HLA-B46:01. The binding affinity (normalized) is 0.0847. (4) The binding affinity (normalized) is 0.450. The peptide sequence is ACIDNYNKF. The MHC is Patr-A0701 with pseudo-sequence Patr-A0701. (5) The peptide sequence is WQQIGLVEV. The MHC is HLA-A02:16 with pseudo-sequence HLA-A02:16. The binding affinity (normalized) is 0.898. (6) The peptide sequence is MWLGARFLEF. The MHC is HLA-A23:01 with pseudo-sequence HLA-A23:01. The binding affinity (normalized) is 0.776.